From a dataset of Full USPTO retrosynthesis dataset with 1.9M reactions from patents (1976-2016). Predict the reactants needed to synthesize the given product. (1) Given the product [CH3:20][O:19][C:16]1[CH:17]=[C:18]2[C:13](=[CH:14][C:15]=1[O:21][CH3:22])[C:12]([CH3:23])=[N:11][C:10]([OH:24])=[C:9]2[CH2:8][C:4]1[CH:5]=[N:6][CH:7]=[C:2]([C:25]2[CH:30]=[CH:29][CH:28]=[CH:27][CH:26]=2)[CH:3]=1, predict the reactants needed to synthesize it. The reactants are: Br[C:2]1[CH:3]=[C:4]([CH2:8][C:9]2[C:18]3[C:13](=[CH:14][C:15]([O:21][CH3:22])=[C:16]([O:19][CH3:20])[CH:17]=3)[C:12]([CH3:23])=[N:11][C:10]=2[OH:24])[CH:5]=[N:6][CH:7]=1.[C:25]1(B(O)O)[CH:30]=[CH:29][CH:28]=[CH:27][CH:26]=1.C([O-])([O-])=O.[Na+].[Na+].O. (2) Given the product [Cl:1][C:2]1[CH:9]=[C:8]([F:10])[CH:7]=[C:6]([F:11])[C:3]=1[CH2:4][NH2:5], predict the reactants needed to synthesize it. The reactants are: [Cl:1][C:2]1[CH:9]=[C:8]([F:10])[CH:7]=[C:6]([F:11])[C:3]=1[C:4]#[N:5].B.CSC.Cl.[OH-].[Na+]. (3) Given the product [CH:1]1([N:5]2[CH2:6][CH2:7][N:8]([C:11]3[CH:12]=[C:13]4[C:18](=[CH:19][CH:20]=3)[N:17]=[CH:16][N:15]([C:21]3[CH:22]=[C:23]([CH:27]=[CH:28][C:29]=3[CH3:30])[C:24]([NH:32][C:33]3[CH:37]=[CH:36][O:35][N:34]=3)=[O:26])[C:14]4=[O:31])[CH2:9][CH2:10]2)[CH2:4][CH2:3][CH2:2]1, predict the reactants needed to synthesize it. The reactants are: [CH:1]1([N:5]2[CH2:10][CH2:9][N:8]([C:11]3[CH:12]=[C:13]4[C:18](=[CH:19][CH:20]=3)[N:17]=[CH:16][N:15]([C:21]3[CH:22]=[C:23]([CH:27]=[CH:28][C:29]=3[CH3:30])[C:24]([OH:26])=O)[C:14]4=[O:31])[CH2:7][CH2:6]2)[CH2:4][CH2:3][CH2:2]1.[NH2:32][C:33]1[CH:37]=[CH:36][O:35][N:34]=1.